From a dataset of Forward reaction prediction with 1.9M reactions from USPTO patents (1976-2016). Predict the product of the given reaction. (1) Given the reactants [ClH:1].[N+:2]([C:5]1[CH:10]=[CH:9][C:8]([NH:11][C@@H:12]2[CH2:16][NH:15][C@H:14]([C:17]([N:19]3[CH2:23][CH2:22][S:21][CH2:20]3)=[O:18])[CH2:13]2)=[CH:7][CH:6]=1)([O-])=O.Cl.O1CCOCC1, predict the reaction product. The product is: [ClH:1].[NH2:2][C:5]1[CH:10]=[CH:9][C:8]([NH:11][C@@H:12]2[CH2:16][NH:15][C@H:14]([C:17]([N:19]3[CH2:23][CH2:22][S:21][CH2:20]3)=[O:18])[CH2:13]2)=[CH:7][CH:6]=1. (2) Given the reactants [CH:1]1([C:4]2[CH:9]=[CH:8][C:7](/[C:10](/[C:14]3[CH:19]=[CH:18][C:17]([I:20])=[CH:16][CH:15]=3)=[CH:11]/[CH2:12][OH:13])=[CH:6][CH:5]=2)[CH2:3][CH2:2]1.O[C:22]1[CH:33]=[CH:32][C:25]([O:26][CH2:27][C:28]([O:30][CH3:31])=[O:29])=[C:24]([CH3:34])[CH:23]=1.C1(P(C2C=CC=CC=2)C2C=CC=CC=2)C=CC=CC=1.N(C(OC(C)C)=O)=NC(OC(C)C)=O, predict the reaction product. The product is: [CH:1]1([C:4]2[CH:9]=[CH:8][C:7](/[C:10](/[C:14]3[CH:19]=[CH:18][C:17]([I:20])=[CH:16][CH:15]=3)=[CH:11]/[CH2:12][O:13][C:22]3[CH:33]=[CH:32][C:25]([O:26][CH2:27][C:28]([O:30][CH3:31])=[O:29])=[C:24]([CH3:34])[CH:23]=3)=[CH:6][CH:5]=2)[CH2:3][CH2:2]1. (3) Given the reactants Br[C:2]1[CH:3]=[C:4]2[C:8](=[CH:9][CH:10]=1)[N:7]([C:11]([O:13][C:14]([CH3:17])([CH3:16])[CH3:15])=[O:12])[N:6]=[CH:5]2.[Si](OC1C=CC(N)=CC=1)(C(C)(C)C)(C)C.[CH3:33][C:34]1[CH:40]=[CH:39][C:37]([NH2:38])=[CH:36][CH:35]=1, predict the reaction product. The product is: [CH3:33][C:34]1[CH:40]=[CH:39][C:37]([NH:38][C:2]2[CH:3]=[C:4]3[C:8](=[CH:9][CH:10]=2)[N:7]([C:11]([O:13][C:14]([CH3:17])([CH3:16])[CH3:15])=[O:12])[N:6]=[CH:5]3)=[CH:36][CH:35]=1. (4) Given the reactants [OH:1][CH:2]([CH2:6][CH2:7][CH2:8][CH2:9][CH2:10][CH2:11][C:12]1[CH:17]=[CH:16][CH:15]=[CH:14][CH:13]=1)[C:3]([OH:5])=O.C(O)(=O)C(O)=O.[C:24]1([C:30]2[O:34][C:33]([CH2:35][NH2:36])=[N:32][N:31]=2)[CH:29]=[CH:28][CH:27]=[CH:26][CH:25]=1.C1C=CC2N(O)N=NC=2C=1.C(N(C(C)C)CC)(C)C.Cl.C(N=C=NCCCN(C)C)C, predict the reaction product. The product is: [OH:1][CH:2]([CH2:6][CH2:7][CH2:8][CH2:9][CH2:10][CH2:11][C:12]1[CH:17]=[CH:16][CH:15]=[CH:14][CH:13]=1)[C:3]([NH:36][CH2:35][C:33]1[O:34][C:30]([C:24]2[CH:25]=[CH:26][CH:27]=[CH:28][CH:29]=2)=[N:31][N:32]=1)=[O:5]. (5) Given the reactants Cl[C:2]1[CH:7]=[C:6]([C:8]2[N:13]=[C:12]([C:14]([F:17])([F:16])[F:15])[CH:11]=[C:10]([C:18]3[CH:23]=[CH:22][C:21]([C:24]([F:27])([F:26])[F:25])=[C:20]([O:28][CH2:29][CH3:30])[CH:19]=3)[N:9]=2)[CH:5]=[CH:4][N:3]=1.[C:31]([NH:35][S:36]([C:39]1[CH:40]=[C:41](B(O)O)[CH:42]=[CH:43][CH:44]=1)(=[O:38])=[O:37])([CH3:34])([CH3:33])[CH3:32], predict the reaction product. The product is: [C:31]([NH:35][S:36]([C:39]1[CH:40]=[CH:41][CH:42]=[C:43]([C:2]2[CH:7]=[C:6]([C:8]3[N:13]=[C:12]([C:14]([F:17])([F:16])[F:15])[CH:11]=[C:10]([C:18]4[CH:23]=[CH:22][C:21]([C:24]([F:27])([F:26])[F:25])=[C:20]([O:28][CH2:29][CH3:30])[CH:19]=4)[N:9]=3)[CH:5]=[CH:4][N:3]=2)[CH:44]=1)(=[O:38])=[O:37])([CH3:34])([CH3:32])[CH3:33]. (6) Given the reactants [Br:1][C:2]1[CH:3]=[CH:4][C:5]([F:10])=[C:6]([CH:9]=1)[CH:7]=[O:8].[CH3:11][Mg]Br, predict the reaction product. The product is: [Br:1][C:2]1[CH:3]=[CH:4][C:5]([F:10])=[C:6]([CH:7]([OH:8])[CH3:11])[CH:9]=1. (7) Given the reactants [F:1][C:2]([F:14])([F:13])[O:3][C:4]1[CH:12]=[CH:11][C:7]([C:8]([OH:10])=O)=[CH:6][CH:5]=1.CCN(C(C)C)C(C)C.CN([C:27]([O:31]N1N=NC2C=CC=NC1=2)=[N+](C)C)C.F[P-](F)(F)(F)(F)F.[NH2:48][C:49]([CH3:68])([CH2:52][O:53][C:54]1[CH:55]=[CH:56][C:57]2[CH2:61][O:60][B:59]([OH:62])[C:58]=2[C:63]=1[O:64][CH:65]([CH3:67])C)[C:50]#[N:51], predict the reaction product. The product is: [C:50]([C:49]([NH:48][C:8](=[O:10])[C:7]1[CH:6]=[CH:5][C:4]([O:3][C:2]([F:1])([F:14])[F:13])=[CH:12][CH:11]=1)([CH3:68])[CH2:52][O:53][C:54]1[CH:55]=[CH:56][C:57]2[CH2:61][O:60][B:59]([OH:62])[C:58]=2[C:63]=1[O:64][CH2:65][CH2:67][O:31][CH3:27])#[N:51]. (8) Given the reactants [C:1]([NH:5][C:6]([C:8]1[C:16]2[C:11](=[N:12][CH:13]=[C:14]([NH:17][C:18]3[CH:23]=[CH:22][N:21]=[C:20]([S:24]([CH3:27])(=[O:26])=[O:25])[CH:19]=3)[N:15]=2)[N:10](COCC[Si](C)(C)C)[CH:9]=1)=[O:7])([CH3:4])([CH3:3])[CH3:2].FC(F)(F)C(O)=O, predict the reaction product. The product is: [C:1]([NH:5][C:6]([C:8]1[C:16]2[C:11](=[N:12][CH:13]=[C:14]([NH:17][C:18]3[CH:23]=[CH:22][N:21]=[C:20]([S:24]([CH3:27])(=[O:25])=[O:26])[CH:19]=3)[N:15]=2)[NH:10][CH:9]=1)=[O:7])([CH3:4])([CH3:3])[CH3:2].